Dataset: Full USPTO retrosynthesis dataset with 1.9M reactions from patents (1976-2016). Task: Predict the reactants needed to synthesize the given product. (1) Given the product [CH2:33]([O:37][C:38]1[CH:43]=[CH:42][C:41]([NH:44][C:45]([N:14]2[CH2:15][CH2:16][CH2:17][CH:12]([C:6]3([CH2:18][C:19]4[CH:24]=[CH:23][CH:22]=[C:21]([Cl:25])[CH:20]=4)[C:5]4[C:9](=[CH:10][C:2]([Cl:1])=[CH:3][CH:4]=4)[NH:8][C:7]3=[O:11])[CH2:13]2)=[O:46])=[CH:40][CH:39]=1)[CH2:34][CH2:35][CH3:36], predict the reactants needed to synthesize it. The reactants are: [Cl:1][C:2]1[CH:10]=[C:9]2[C:5]([C:6]([CH2:18][C:19]3[CH:24]=[CH:23][CH:22]=[C:21]([Cl:25])[CH:20]=3)([CH:12]3[CH2:17][CH2:16][CH2:15][NH:14][CH2:13]3)[C:7](=[O:11])[NH:8]2)=[CH:4][CH:3]=1.C(N(CC)CC)C.[CH2:33]([O:37][C:38]1[CH:43]=[CH:42][C:41]([N:44]=[C:45]=[O:46])=[CH:40][CH:39]=1)[CH2:34][CH2:35][CH3:36]. (2) Given the product [I:1][C:2]1[CH:13]=[CH:12][C:5]2[C:6]3[CH2:9][CH2:10][NH:11][C:17]([CH3:19])([CH3:16])[C:7]=3[O:8][C:4]=2[CH:3]=1, predict the reactants needed to synthesize it. The reactants are: [I:1][C:2]1[CH:13]=[CH:12][C:5]2[C:6]([CH2:9][CH2:10][NH2:11])=[CH:7][O:8][C:4]=2[CH:3]=1.CO.[CH3:16][C:17]([CH3:19])=O. (3) Given the product [Cl:1][S:2]([C:10]1[CH:9]=[C:8]([C:12]([O:14][CH3:15])=[O:13])[N:7]([CH3:6])[CH:11]=1)(=[O:5])=[O:3], predict the reactants needed to synthesize it. The reactants are: [Cl:1][S:2]([OH:5])(=O)=[O:3].[CH3:6][N:7]1[CH:11]=[CH:10][CH:9]=[C:8]1[C:12]([O:14][CH3:15])=[O:13].